Task: Predict which catalyst facilitates the given reaction.. Dataset: Catalyst prediction with 721,799 reactions and 888 catalyst types from USPTO (1) Reactant: [N:1]([CH:4]1[CH2:10][CH2:9][N:8]([C:11]2[N:15]([CH3:16])[N:14]=[CH:13][C:12]=2[N+:17]([O-:19])=[O:18])[CH2:7][CH2:6][CH:5]1O)=[N+:2]=[N-:3].COCCN(S(F)(F)[F:31])CCOC.C([O-])(O)=O.[Na+]. Product: [N:1]([CH:4]1[CH:5]([F:31])[CH2:6][CH2:7][N:8]([C:11]2[N:15]([CH3:16])[N:14]=[CH:13][C:12]=2[N+:17]([O-:19])=[O:18])[CH2:9][CH2:10]1)=[N+:2]=[N-:3]. The catalyst class is: 168. (2) Reactant: [Cl:1][C:2]1[CH:3]=[C:4](I)[CH:5]=[C:6]([Cl:8])[CH:7]=1.[Cl:10][C:11]1[CH:12]=[C:13]([SH:18])[CH:14]=[C:15]([Cl:17])[CH:16]=1.C(=O)([O-])[O-].[K+].[K+]. Product: [Cl:1][C:2]1[CH:3]=[C:4]([S:18][C:13]2[CH:14]=[C:15]([Cl:17])[CH:16]=[C:11]([Cl:10])[CH:12]=2)[CH:5]=[C:6]([Cl:8])[CH:7]=1. The catalyst class is: 9. (3) The catalyst class is: 18. Reactant: [C:1]([O:5][C:6]([N:8]([CH3:32])[CH:9]1[CH2:14][CH2:13][CH:12]([O:15][C:16]2[C:27]3[C:26]4[C@@H:25]([CH2:28][C:29](O)=[O:30])[CH2:24][CH2:23][C:22]=4[S:21][C:20]=3[N:19]=[CH:18][N:17]=2)[CH2:11][CH2:10]1)=[O:7])([CH3:4])([CH3:3])[CH3:2].CN(C(ON1N=NC2C=CC=NC1=2)=[N+](C)C)C.F[P-](F)(F)(F)(F)F.CCN(C(C)C)C(C)C.Cl.[NH2:67][CH2:68][C:69]([NH:71][CH3:72])=[O:70]. Product: [CH3:32][N:8]([CH:9]1[CH2:14][CH2:13][CH:12]([O:15][C:16]2[C:27]3[C:26]4[C@@H:25]([CH2:28][C:29](=[O:30])[NH:67][CH2:68][C:69](=[O:70])[NH:71][CH3:72])[CH2:24][CH2:23][C:22]=4[S:21][C:20]=3[N:19]=[CH:18][N:17]=2)[CH2:11][CH2:10]1)[C:6](=[O:7])[O:5][C:1]([CH3:4])([CH3:2])[CH3:3]. (4) Reactant: C(=S)(OC1C=CC=CC=1)O[C@@H:3]1[C@@H:7]2[O:8][CH:9]([C:12]3[CH:17]=[CH:16][C:15]([O:18][CH3:19])=[CH:14][CH:13]=3)[O:10][CH2:11][C@@H:6]2[CH2:5][C@H:4]1[N:20]1[C:28](=[O:29])[C:27]2[C:22](=[CH:23][CH:24]=[CH:25][CH:26]=2)[C:21]1=[O:30].C[Si]([SiH]([Si](C)(C)C)[Si](C)(C)C)(C)C.C(B(CC)CC)C.CCCCCC. Product: [CH3:19][O:18][C:15]1[CH:16]=[CH:17][C:12]([CH:9]2[O:8][C@H:7]3[CH2:3][C@H:4]([N:20]4[C:28](=[O:29])[C:27]5[C:22](=[CH:23][CH:24]=[CH:25][CH:26]=5)[C:21]4=[O:30])[CH2:5][C@H:6]3[CH2:11][O:10]2)=[CH:13][CH:14]=1. The catalyst class is: 11. (5) Reactant: [Br:1][C:2]1[CH:3]=[CH:4][C:5]([O:10][CH2:11][CH2:12][CH2:13][CH2:14][CH2:15][CH2:16][CH2:17][CH3:18])=[C:6]([CH:9]=1)[CH2:7][OH:8].N1C=CN=C1.[C:24]([Si:28]([CH3:31])([CH3:30])Cl)([CH3:27])([CH3:26])[CH3:25].C(=O)([O-])O.[Na+]. Product: [Br:1][C:2]1[CH:3]=[CH:4][C:5]([O:10][CH2:11][CH2:12][CH2:13][CH2:14][CH2:15][CH2:16][CH2:17][CH3:18])=[C:6]([CH:9]=1)[CH2:7][O:8][Si:28]([C:24]([CH3:27])([CH3:26])[CH3:25])([CH3:31])[CH3:30]. The catalyst class is: 9. (6) Reactant: Br[C:2]1[CH:15]=[C:14]2[C:5]([NH:6][CH:7]=[C:8]2[CH2:9][CH2:10][N:11]([CH3:13])[CH3:12])=[CH:4][CH:3]=1.[Cu][C:17]#[N:18].CN1CCCC1=O. Product: [CH3:12][N:11]([CH2:10][CH2:9][C:8]1[C:14]2[C:5](=[CH:4][CH:3]=[C:2]([C:17]#[N:18])[CH:15]=2)[NH:6][CH:7]=1)[CH3:13]. The catalyst class is: 328.